This data is from TCR-epitope binding with 47,182 pairs between 192 epitopes and 23,139 TCRs. The task is: Binary Classification. Given a T-cell receptor sequence (or CDR3 region) and an epitope sequence, predict whether binding occurs between them. (1) The epitope is LLFGYPVYV. The TCR CDR3 sequence is CASSYELAGGTDTQYF. Result: 0 (the TCR does not bind to the epitope). (2) The epitope is RTLNAWVKV. The TCR CDR3 sequence is CSASLPGSSGNTIYF. Result: 0 (the TCR does not bind to the epitope). (3) The epitope is ILHCANFNV. The TCR CDR3 sequence is CASSPPGQQNSPLHF. Result: 1 (the TCR binds to the epitope). (4) The epitope is LLSAGIFGA. The TCR CDR3 sequence is CASRRQMMNTEAFF. Result: 0 (the TCR does not bind to the epitope). (5) The epitope is FLPRVFSAV. The TCR CDR3 sequence is CASSLVLGSASRDNEQFF. Result: 1 (the TCR binds to the epitope).